This data is from Full USPTO retrosynthesis dataset with 1.9M reactions from patents (1976-2016). The task is: Predict the reactants needed to synthesize the given product. Given the product [C:13]([C:12]1[CH:15]=[C:8]([C:6]2[CH:5]=[CH:4][N:3]=[C:2]([NH:23][C:24]3[CH:25]=[CH:26][C:27]([NH:30][C:31](=[O:37])[O:32][C:33]([CH3:35])([CH3:34])[CH3:36])=[CH:28][CH:29]=3)[N:7]=2)[CH:9]=[CH:10][C:11]=1[O:16][CH:17]1[CH2:22][CH2:21][O:20][CH2:19][CH2:18]1)#[N:14], predict the reactants needed to synthesize it. The reactants are: Cl[C:2]1[N:7]=[C:6]([C:8]2[CH:9]=[CH:10][C:11]([O:16][CH:17]3[CH2:22][CH2:21][O:20][CH2:19][CH2:18]3)=[C:12]([CH:15]=2)[C:13]#[N:14])[CH:5]=[CH:4][N:3]=1.[NH2:23][C:24]1[CH:29]=[CH:28][C:27]([NH:30][C:31](=[O:37])[O:32][C:33]([CH3:36])([CH3:35])[CH3:34])=[CH:26][CH:25]=1.